This data is from HIV replication inhibition screening data with 41,000+ compounds from the AIDS Antiviral Screen. The task is: Binary Classification. Given a drug SMILES string, predict its activity (active/inactive) in a high-throughput screening assay against a specified biological target. (1) The drug is O=C1Oc2cc3c(c4cccc1c24)OCN(c1ccccc1)C3. The result is 0 (inactive). (2) The drug is CC[N+]1(C)CCC(O)(c2ccccc2)C(C(=O)c2ccccc2)C1.[Br-]. The result is 0 (inactive). (3) The molecule is O=S(=O)(Nc1nc2ccccc2nc1Nc1ccc2ccccc2c1)c1ccccc1. The result is 0 (inactive). (4) The molecule is COc1ccc(C(=O)Nc2ccc(S(=O)(=O)c3ccc(NC(=O)c4ccccc4SSc4ccccc4C(=O)Nc4ccc(S(=O)(=O)c5ccc(NC(=O)c6ccc(OC)cc6)cc5)cc4)cc3)cc2)cc1. The result is 1 (active). (5) The drug is CCN(CC)C(=O)c1c(N2CCOCC2)cc(N(CC)CC)oc1=O. The result is 0 (inactive).